Dataset: Full USPTO retrosynthesis dataset with 1.9M reactions from patents (1976-2016). Task: Predict the reactants needed to synthesize the given product. (1) The reactants are: [F:1][C:2]1[CH:7]=[C:6]([N+:8]([O-:10])=[O:9])[CH:5]=[C:4](F)[C:3]=1[N:12]1[CH:16]=[C:15]([CH3:17])[N:14]=[CH:13]1.[CH3:18][O-:19].[Na+]. Given the product [F:1][C:2]1[CH:7]=[C:6]([N+:8]([O-:10])=[O:9])[CH:5]=[C:4]([O:19][CH3:18])[C:3]=1[N:12]1[CH:16]=[C:15]([CH3:17])[N:14]=[CH:13]1, predict the reactants needed to synthesize it. (2) Given the product [Cl:44][C:45]1[CH:46]=[C:47]([N:54]2[N:55]=[CH:56][CH:57]=[N:58]2)[C:48]([C:34]([N:36]2[CH2:37][CH:38]3[CH:42]([CH2:41][N:40]([C:5]4[N:1]=[C:11]([CH3:10])[C:6]([CH3:7])=[C:3]([CH3:62])[N:4]=4)[CH2:39]3)[CH2:43]2)=[O:35])=[N:49][CH:50]=1, predict the reactants needed to synthesize it. The reactants are: [N:1]1N=[C:3]([C:6]2[CH:11]=[CH:10]C=C[C:7]=2C(N2CC3CN(C(OC(C)(C)C)=O)CC3C2)=O)[NH:4][CH:5]=1.C(O[C:34]([N:36]1[CH2:43][CH:42]2[CH:38]([CH2:39][NH:40][CH2:41]2)[CH2:37]1)=[O:35])(C)(C)C.[Cl:44][C:45]1[CH:46]=[C:47]([N:54]2[N:58]=[CH:57][CH:56]=[N:55]2)[C:48](C([O-])=O)=[N:49][CH:50]=1.[Na+].N1N=[C:62](C2C=CC=CC=2C(O)=O)NC=1. (3) Given the product [CH:20]1([NH:19][C:18]([C:3]2[S:4][C:5]3=[N:6][C:7]([O:13][CH2:14][C:15](=[O:16])[NH:56][CH2:57][CH2:58][N:59]4[CH2:64][CH2:63][O:62][CH2:61][CH2:60]4)=[C:8]([Cl:12])[C:9]([CH3:11])=[C:10]3[C:2]=2[NH2:1])=[O:23])[CH2:21][CH2:22]1, predict the reactants needed to synthesize it. The reactants are: [NH2:1][C:2]1[C:10]2[C:5](=[N:6][C:7]([O:13][CH2:14][C:15](O)=[O:16])=[C:8]([Cl:12])[C:9]=2[CH3:11])[S:4][C:3]=1[C:18](=[O:23])[NH:19][CH:20]1[CH2:22][CH2:21]1.O.ON1C2C=CC=CC=2N=N1.C(N(CC)C(C)C)(C)C.Cl.CN(C)CCCN=C=NCC.[NH2:56][CH2:57][CH2:58][N:59]1[CH2:64][CH2:63][O:62][CH2:61][CH2:60]1. (4) Given the product [C:1]([N:4]([C:33]1[CH:34]=[CH:35][C:36]([Cl:39])=[CH:37][CH:38]=1)[C@H:5]1[C:14]2[C:9](=[CH:10][CH:11]=[CH:12][CH:13]=2)[N:8]([C:15]([C:17]2[CH:18]=[CH:19][C:20]([N:64]3[CH2:59][CH2:60][CH:61]([C:80]([NH2:77])=[O:49])[CH2:62][CH2:63]3)=[CH:21][CH:22]=2)=[O:16])[C@@H:7]([CH3:32])[CH2:6]1)(=[O:3])[CH3:2], predict the reactants needed to synthesize it. The reactants are: [C:1]([N:4]([C:33]1[CH:38]=[CH:37][C:36]([Cl:39])=[CH:35][CH:34]=1)[C@H:5]1[C:14]2[C:9](=[CH:10][CH:11]=[CH:12][CH:13]=2)[N:8]([C:15]([C:17]2[CH:22]=[CH:21][C:20](N3CCC(C(O)=O)CC3)=[CH:19][CH:18]=2)=[O:16])[C@@H:7]([CH3:32])[CH2:6]1)(=[O:3])[CH3:2].C1C=CC2N([OH:49])N=NC=2C=1.CN(C(ON1N=N[C:60]2[CH:61]=[CH:62][CH:63]=[N:64][C:59]1=2)=[N+](C)C)C.F[P-](F)(F)(F)(F)F.C([N:77]([CH:80](C)C)CC)(C)C.[Cl-].[NH4+]. (5) Given the product [CH3:8][O:9][C:10](=[O:60])[C@H:11]([NH2:52])[C:12]1[CH:13]=[CH:14][C:15]([C:18]2[CH:23]=[CH:22][C:21]([C:24]([CH2:25][CH3:26])([C:29]3[CH:34]=[CH:33][C:32]([CH2:35][CH2:36][CH:37]([OH:42])[C:38]([CH3:39])([CH3:40])[CH3:41])=[C:31]([CH3:50])[CH:30]=3)[CH2:27][CH3:28])=[CH:20][C:19]=2[CH3:51])=[CH:16][CH:17]=1, predict the reactants needed to synthesize it. The reactants are: FC(F)(F)C(O)=O.[CH3:8][O:9][C:10](=[O:60])[C@H:11]([NH:52]C(OC(C)(C)C)=O)[C:12]1[CH:17]=[CH:16][C:15]([C:18]2[CH:23]=[CH:22][C:21]([C:24]([C:29]3[CH:34]=[CH:33][C:32]([CH2:35][CH2:36][CH:37]([O:42][Si](C(C)(C)C)(C)C)[C:38]([CH3:41])([CH3:40])[CH3:39])=[C:31]([CH3:50])[CH:30]=3)([CH2:27][CH3:28])[CH2:25][CH3:26])=[CH:20][C:19]=2[CH3:51])=[CH:14][CH:13]=1.